This data is from Reaction yield outcomes from USPTO patents with 853,638 reactions. The task is: Predict the reaction yield, written as a fraction of the theoretical maximum amount of product (1.0 means a 100% yield; for example, 0.34 means a 34% yield). (1) The reactants are [CH2:1]([OH:4])[CH2:2][CH3:3].F[C:6]1[C:11]([I:12])=[CH:10][CH:9]=[CH:8][N:7]=1. No catalyst specified. The product is [I:12][C:11]1[C:6]([O:4][CH2:1][CH2:2][CH3:3])=[N:7][CH:8]=[CH:9][CH:10]=1. The yield is 0.460. (2) The reactants are [CH:1]1[CH:6]=[CH:5][C:4]([N:7]([C:14]2[CH:19]=[CH:18][C:17](Br)=[CH:16][CH:15]=2)[C:8]2[CH:13]=[CH:12][CH:11]=[CH:10][CH:9]=2)=[CH:3][CH:2]=1.[NH2:21][C:22]1[CH:27]=[CH:26][CH:25]=[CH:24][CH:23]=1.CC(C)([O-])C.[Na+]. The catalyst is C1(C)C=CC=CC=1.C(P(C(C)(C)C)C(C)(C)C)(C)(C)C. The product is [C:4]1([N:7]([C:8]2[CH:13]=[CH:12][CH:11]=[CH:10][CH:9]=2)[C:14]2[CH:19]=[CH:18][C:17]([NH:21][C:22]3[CH:27]=[CH:26][CH:25]=[CH:24][CH:23]=3)=[CH:16][CH:15]=2)[CH:5]=[CH:6][CH:1]=[CH:2][CH:3]=1. The yield is 0.850. (3) The reactants are FC(F)(F)C(O)=O.[NH2:8][CH:9]1[CH2:14][CH2:13][N:12]([CH2:15][CH2:16][N:17]2[C:22]3[CH:23]=[C:24]([O:27][CH3:28])[CH:25]=[CH:26][C:21]=3[O:20][CH2:19][C:18]2=[O:29])[CH2:11][CH2:10]1.[O:30]=[C:31]1[CH2:36][S:35][C:34]2[CH:37]=[CH:38][C:39]([CH:41]=O)=[N:40][C:33]=2[NH:32]1.C([BH3-])#N.[Na+]. No catalyst specified. The product is [CH3:28][O:27][C:24]1[CH:25]=[CH:26][C:21]2[O:20][CH2:19][C:18](=[O:29])[N:17]([CH2:16][CH2:15][N:12]3[CH2:11][CH2:10][CH:9]([NH:8][CH2:41][C:39]4[CH:38]=[CH:37][C:34]5[S:35][CH2:36][C:31](=[O:30])[NH:32][C:33]=5[N:40]=4)[CH2:14][CH2:13]3)[C:22]=2[CH:23]=1. The yield is 0.320.